From a dataset of Full USPTO retrosynthesis dataset with 1.9M reactions from patents (1976-2016). Predict the reactants needed to synthesize the given product. Given the product [Br:33][C:30]1[N:21]2[CH:22]=[C:23]([C:24]3[CH:25]=[CH:26][CH:27]=[CH:28][CH:29]=3)[C:18]([C:15]3[CH:14]=[CH:13][C:12]([C:8]4([NH2:7])[CH2:9][CH2:10][CH2:11]4)=[CH:17][CH:16]=3)=[N:19][C:20]2=[N:32][CH:31]=1, predict the reactants needed to synthesize it. The reactants are: C(OC(=O)[NH:7][C:8]1([C:12]2[CH:17]=[CH:16][C:15]([C:18]3[C:23]([C:24]4[CH:29]=[CH:28][CH:27]=[CH:26][CH:25]=4)=[CH:22][N:21]4[C:30]([Br:33])=[CH:31][N:32]=[C:20]4[N:19]=3)=[CH:14][CH:13]=2)[CH2:11][CH2:10][CH2:9]1)(C)(C)C.Cl.CO.